This data is from Peptide-MHC class II binding affinity with 134,281 pairs from IEDB. The task is: Regression. Given a peptide amino acid sequence and an MHC pseudo amino acid sequence, predict their binding affinity value. This is MHC class II binding data. (1) The peptide sequence is AGLLGNVSTVLLGGV. The MHC is DRB1_0701 with pseudo-sequence DRB1_0701. The binding affinity (normalized) is 0.625. (2) The peptide sequence is GLSGEPKGGAESSSK. The MHC is HLA-DPA10201-DPB10501 with pseudo-sequence HLA-DPA10201-DPB10501. The binding affinity (normalized) is 0.0945. (3) The binding affinity (normalized) is 0.235. The peptide sequence is IPVMAYLVGLFAWVL. The MHC is HLA-DQA10501-DQB10301 with pseudo-sequence HLA-DQA10501-DQB10301. (4) The peptide sequence is GSQLIWDRALGLPLE. The MHC is DRB1_0101 with pseudo-sequence DRB1_0101. The binding affinity (normalized) is 0.635.